This data is from Full USPTO retrosynthesis dataset with 1.9M reactions from patents (1976-2016). The task is: Predict the reactants needed to synthesize the given product. Given the product [C:17]([C:16]1[C:15]([N+:12]([O-:14])=[O:13])=[CH:22][CH:21]=[CH:20][C:19]=1[O:9][CH2:8][C:7]([NH:6][C:4]([NH:3][CH2:1][CH3:2])=[O:5])([CH3:10])[CH3:11])#[N:18], predict the reactants needed to synthesize it. The reactants are: [CH2:1]([NH:3][C:4]([NH:6][C:7]([CH3:11])([CH3:10])[CH2:8][OH:9])=[O:5])[CH3:2].[N+:12]([C:15]1[CH:22]=[CH:21][CH:20]=[C:19]([N+]([O-])=O)[C:16]=1[C:17]#[N:18])([O-:14])=[O:13].